From a dataset of Full USPTO retrosynthesis dataset with 1.9M reactions from patents (1976-2016). Predict the reactants needed to synthesize the given product. The reactants are: [NH2:1][C:2]1[CH:7]=[CH:6][CH:5]=[CH:4][C:3]=1[NH:8][C:9]([NH:11][C:12]1[C:16]([CH3:17])=[CH:15][S:14][C:13]=1[Cl:18])=S.C1COCC1.[OH-].[Na+].C1(S(Cl)(=O)=O)C=CC=CC=1. Given the product [Cl:18][C:13]1[S:14][CH:15]=[C:16]([CH3:17])[C:12]=1[NH:11][C:9]1[NH:8][C:3]2[CH:4]=[CH:5][CH:6]=[CH:7][C:2]=2[N:1]=1, predict the reactants needed to synthesize it.